From a dataset of CYP1A2 inhibition data for predicting drug metabolism from PubChem BioAssay. Regression/Classification. Given a drug SMILES string, predict its absorption, distribution, metabolism, or excretion properties. Task type varies by dataset: regression for continuous measurements (e.g., permeability, clearance, half-life) or binary classification for categorical outcomes (e.g., BBB penetration, CYP inhibition). Dataset: cyp1a2_veith. (1) The drug is O=S(=O)(/N=C(\Sc1ccc(Cl)cc1)c1ccccc1)c1ccccc1. The result is 1 (inhibitor). (2) The drug is CC(C)C(NC(=O)c1ccc2c(c1)OCO2)C(=O)N/N=C\c1ccco1. The result is 1 (inhibitor). (3) The result is 1 (inhibitor). The compound is C=CCn1c(SCC(=O)N2CCc3ccccc3C2)nc2ccccc2c1=O. (4) The drug is CC(C)CN1CCCC2(CCN(C(=O)Oc3ccccc3)CC2)C1. The result is 0 (non-inhibitor). (5) The compound is Clc1ccc(CN2CCCN(Cc3ccc(Cl)cc3)C2c2cc3ccccc3c3ccccc23)cc1. The result is 1 (inhibitor). (6) The drug is CS(=O)(=O)O.Cn1cc(C(F)(F)F)nc1-c1ccc(OC[C@@H](O)CNCCOc2ccc(O)c(C(N)=O)c2)cc1. The result is 0 (non-inhibitor). (7) The molecule is CCOc1ccc2ccccc2c1C(=O)N[C@@H]1C(=O)N2[C@@H](C(=O)[O-])C(C)(C)S[C@H]12.O.[Na+]. The result is 0 (non-inhibitor).